Predict the reactants needed to synthesize the given product. From a dataset of Full USPTO retrosynthesis dataset with 1.9M reactions from patents (1976-2016). (1) Given the product [CH3:39][O:38][C:36]([C:35]1[CH:40]=[CH:41][C:32]([O:5][CH2:6][CH2:7][C@@H:8]2[CH2:13][N:12]([C:14]([O:16][CH2:17][C:18]3[CH:23]=[CH:22][CH:21]=[CH:20][CH:19]=3)=[O:15])[CH2:11][CH2:10][N:9]2[C:24]([O:26][C:27]([CH3:30])([CH3:29])[CH3:28])=[O:25])=[CH:33][CH:34]=1)=[O:37], predict the reactants needed to synthesize it. The reactants are: CS([O:5][CH2:6][CH2:7][C@@H:8]1[CH2:13][N:12]([C:14]([O:16][CH2:17][C:18]2[CH:23]=[CH:22][CH:21]=[CH:20][CH:19]=2)=[O:15])[CH2:11][CH2:10][N:9]1[C:24]([O:26][C:27]([CH3:30])([CH3:29])[CH3:28])=[O:25])(=O)=O.O[C:32]1[CH:41]=[CH:40][C:35]([C:36]([O:38][CH3:39])=[O:37])=[CH:34][CH:33]=1.C(=O)([O-])[O-].[K+].[K+].[I-].[K+].C(=O)([O-])O.[Na+]. (2) Given the product [F:1][C:2]1[CH:3]=[C:4]2[CH:10]=[CH:9][N:8]([S:19]([C:16]3[CH:17]=[CH:18][C:13]([CH3:23])=[CH:14][CH:15]=3)(=[O:21])=[O:20])[C:5]2=[N:6][CH:7]=1, predict the reactants needed to synthesize it. The reactants are: [F:1][C:2]1[CH:3]=[C:4]2[CH:10]=[CH:9][NH:8][C:5]2=[N:6][CH:7]=1.[H-].[Na+].[C:13]1([CH3:23])[CH:18]=[CH:17][C:16]([S:19](Cl)(=[O:21])=[O:20])=[CH:15][CH:14]=1. (3) Given the product [Cl:1][C:2]1[N:7]=[CH:6][C:5]([S:8]([N:11]([CH:17]2[CH2:21][CH2:20][CH2:19][CH2:18]2)[CH2:12][CH:13]2[CH2:14][O:15][C:24]([CH3:26])([CH3:25])[O:16]2)(=[O:9])=[O:10])=[CH:4][CH:3]=1, predict the reactants needed to synthesize it. The reactants are: [Cl:1][C:2]1[N:7]=[CH:6][C:5]([S:8]([N:11]([CH:17]2[CH2:21][CH2:20][CH2:19][CH2:18]2)[CH2:12][CH:13]([OH:16])[CH2:14][OH:15])(=[O:10])=[O:9])=[CH:4][CH:3]=1.CO[C:24](OC)([CH3:26])[CH3:25].CC1C=CC(S(O)(=O)=O)=CC=1.